From a dataset of Forward reaction prediction with 1.9M reactions from USPTO patents (1976-2016). Predict the product of the given reaction. (1) Given the reactants Cl[C:2]1[C:11]2[C:6](=[CH:7][CH:8]=[CH:9][CH:10]=2)[C:5]([Cl:12])=[N:4][N:3]=1.[CH3:13][C@H:14]1[CH2:19][NH:18][C@H:17]([CH3:20])[CH2:16][NH:15]1, predict the reaction product. The product is: [Cl:12][C:5]1[C:6]2[C:11](=[CH:10][CH:9]=[CH:8][CH:7]=2)[C:2]([N:15]2[CH2:16][C@@H:17]([CH3:20])[NH:18][CH2:19][C@@H:14]2[CH3:13])=[N:3][N:4]=1. (2) Given the reactants [NH2:1][C:2]([NH:4][C:5]1[C:6]([C:26]([NH2:28])=[O:27])=[N:7][N:8]([C:10]2[CH:15]=[CH:14][C:13]([C:16]3[CH:21]=[CH:20][C:19]([OH:22])=[CH:18][CH:17]=3)=[C:12]([O:23][CH2:24][CH3:25])[CH:11]=2)[CH:9]=1)=[O:3].Br[CH2:30][C:31]([NH2:33])=[O:32].CN(C=O)C.C(=O)([O-])[O-].[K+].[K+], predict the reaction product. The product is: [NH2:1][C:2]([NH:4][C:5]1[C:6]([C:26]([NH2:28])=[O:27])=[N:7][N:8]([C:10]2[CH:15]=[CH:14][C:13]([C:16]3[CH:21]=[CH:20][C:19]([O:22][CH2:30][C:31]([NH2:33])=[O:32])=[CH:18][CH:17]=3)=[C:12]([O:23][CH2:24][CH3:25])[CH:11]=2)[CH:9]=1)=[O:3].